Dataset: Reaction yield outcomes from USPTO patents with 853,638 reactions. Task: Predict the reaction yield, written as a fraction of the theoretical maximum amount of product (1.0 means a 100% yield; for example, 0.34 means a 34% yield). (1) The reactants are C([O:8][C@@H:9]1[C@@H:14]([O:15]CC2C=CC=CC=2)[C@H:13]([O:23]CC2C=CC=CC=2)[C@@H:12]([CH2:31][O:32]CC2C=CC=CC=2)[O:11][C@:10]21[C:48]1[C:43](=[CH:44][C:45]([Cl:58])=[C:46]([CH2:49][C:50]3[CH:55]=[CH:54][C:53]([CH2:56][CH3:57])=[CH:52][CH:51]=3)[CH:47]=1)[O:42][C:41]([CH2:60][OH:61])([CH3:59])[CH2:40]2)C1C=CC=CC=1.ClC1C=CC=CC=1Cl.[H][H]. The catalyst is CO.C1COCC1.[OH-].[OH-].[Pd+2]. The product is [Cl:58][C:45]1[CH:44]=[C:43]2[O:42][C:41]([CH2:60][OH:61])([CH3:59])[CH2:40][C@@:10]3([C@H:9]([OH:8])[C@@H:14]([OH:15])[C@H:13]([OH:23])[C@@H:12]([CH2:31][OH:32])[O:11]3)[C:48]2=[CH:47][C:46]=1[CH2:49][C:50]1[CH:55]=[CH:54][C:53]([CH2:56][CH3:57])=[CH:52][CH:51]=1. The yield is 0.380. (2) The yield is 0.180. The reactants are [C:1]1([NH:11][C:12](=[O:18])[CH2:13][CH2:14][C:15]([OH:17])=O)[C:10]2[C:5](=[CH:6][CH:7]=[CH:8][CH:9]=2)[CH:4]=[CH:3][CH:2]=1.C1CCC(N=C=NC2CCCCC2)CC1.[NH2:34][CH2:35][CH2:36][CH2:37][CH2:38][CH2:39][C:40]([OH:42])=[O:41].C(N(CC)CC)C. The catalyst is CN(C=O)C. The product is [C:1]1([NH:11][C:12](=[O:18])[CH2:13][CH2:14][C:15]([NH:34][CH2:35][CH2:36][CH2:37][CH2:38][CH2:39][C:40]([OH:42])=[O:41])=[O:17])[C:10]2[C:5](=[CH:6][CH:7]=[CH:8][CH:9]=2)[CH:4]=[CH:3][CH:2]=1.